Dataset: Forward reaction prediction with 1.9M reactions from USPTO patents (1976-2016). Task: Predict the product of the given reaction. (1) The product is: [C:1]1([C:7]2[CH:19]=[CH:18][C:10]3[S:11][C:12]([C:14]([OH:16])=[O:15])=[CH:13][C:9]=3[CH:8]=2)[CH:2]=[CH:3][CH:4]=[CH:5][CH:6]=1. Given the reactants [C:1]1([C:7]2[CH:19]=[CH:18][C:10]3[S:11][C:12]([C:14]([O:16]C)=[O:15])=[CH:13][C:9]=3[CH:8]=2)[CH:6]=[CH:5][CH:4]=[CH:3][CH:2]=1.O.[OH-].[Li+].O, predict the reaction product. (2) Given the reactants [Cl:1][C:2]1[CH:3]=[C:4]2[C:12](=[C:13]([NH2:22])[C:14]=1[N:15]1[CH2:20][CH2:19][N:18]([CH3:21])[CH2:17][CH2:16]1)[NH:11][C:10]1[CH:9]=[N:8][CH:7]=[CH:6][C:5]2=1.[Cl:23][C:24]1[N:32]=[CH:31][CH:30]=[CH:29][C:25]=1[C:26](O)=[O:27].C([O-])(=O)C.[NH4+], predict the reaction product. The product is: [Cl:23][C:24]1[N:32]=[CH:31][CH:30]=[CH:29][C:25]=1[C:26]([NH:22][C:13]1[C:14]([N:15]2[CH2:20][CH2:19][N:18]([CH3:21])[CH2:17][CH2:16]2)=[C:2]([Cl:1])[CH:3]=[C:4]2[C:12]=1[NH:11][C:10]1[CH:9]=[N:8][CH:7]=[CH:6][C:5]2=1)=[O:27]. (3) Given the reactants C(N(CC)CC)C.[CH3:8][C:9]1[CH:10]=[C:11]2[C:15](=[CH:16][CH:17]=1)[NH:14][C:13]([C:18]1[CH:23]=[CH:22][CH:21]=[CH:20][CH:19]=1)=[C:12]2[CH2:24][CH2:25][C:26](O)=[O:27].[F:29][C:30]([F:45])([F:44])[C:31]1[CH:32]=[C:33]([C:37]2([OH:43])[CH2:42][CH2:41][NH:40][CH2:39][CH2:38]2)[CH:34]=[CH:35][CH:36]=1.ON1C2C=CC=CC=2N=N1.Cl.CN(C)CCCN=C=NCC, predict the reaction product. The product is: [CH3:8][C:9]1[CH:10]=[C:11]2[C:15](=[CH:16][CH:17]=1)[NH:14][C:13]([C:18]1[CH:23]=[CH:22][CH:21]=[CH:20][CH:19]=1)=[C:12]2[CH2:24][CH2:25][C:26]([N:40]1[CH2:41][CH2:42][C:37]([C:33]2[CH:34]=[CH:35][CH:36]=[C:31]([C:30]([F:29])([F:44])[F:45])[CH:32]=2)([OH:43])[CH2:38][CH2:39]1)=[O:27]. (4) Given the reactants [Cl:1][C:2]1[N:7]=[CH:6][C:5]([OH:8])=[CH:4][CH:3]=1.Br[C:10]([CH3:17])([CH3:16])[C:11]([O:13][CH2:14][CH3:15])=[O:12], predict the reaction product. The product is: [Cl:1][C:2]1[N:7]=[CH:6][C:5]([O:8][C:10]([CH3:17])([CH3:16])[C:11]([O:13][CH2:14][CH3:15])=[O:12])=[CH:4][CH:3]=1. (5) Given the reactants [C:1]([OH:20])(=[O:19])[CH2:2][CH2:3][CH2:4][CH2:5][CH2:6][CH2:7][CH2:8]/[CH:9]=[CH:10]\[CH2:11][CH2:12][CH2:13][CH2:14][CH2:15][CH2:16][CH2:17][CH3:18].[NH3:21], predict the reaction product. The product is: [C:1]([O-:20])(=[O:19])[CH2:2][CH2:3][CH2:4][CH2:5][CH2:6][CH2:7][CH2:8]/[CH:9]=[CH:10]\[CH2:11][CH2:12][CH2:13][CH2:14][CH2:15][CH2:16][CH2:17][CH3:18].[NH4+:21]. (6) Given the reactants [C:1]1([C:7]2[S:11][C:10]([C:12]3[CH:18]=[CH:17][CH:16]=[CH:15][C:13]=3[NH2:14])=[N:9][N:8]=2)[CH:6]=[CH:5][CH:4]=[CH:3][CH:2]=1.C(N(CC)CC)C.[Cl:26][C:27]1[N:32]=[C:31]([C:33]2[CH:38]=[CH:37][CH:36]=[CH:35][CH:34]=2)[N:30]=[C:29]([C:39](Cl)=[O:40])[CH:28]=1.CO, predict the reaction product. The product is: [Cl:26][C:27]1[N:32]=[C:31]([C:33]2[CH:38]=[CH:37][CH:36]=[CH:35][CH:34]=2)[N:30]=[C:29]([C:39]([NH:14][C:13]2[CH:15]=[CH:16][CH:17]=[CH:18][C:12]=2[C:10]2[S:11][C:7]([C:1]3[CH:2]=[CH:3][CH:4]=[CH:5][CH:6]=3)=[N:8][N:9]=2)=[O:40])[CH:28]=1. (7) Given the reactants Cl[C:2]1[C:3]2[CH2:11][CH2:10][N:9]([C:12]3[C:17]([Cl:18])=[CH:16][CH:15]=[CH:14][N:13]=3)[CH2:8][C:4]=2[N:5]=[CH:6][N:7]=1.[NH2:19][C:20]1[CH:28]=[C:27]2[C:23]([C:24]([CH3:33])([CH3:32])[CH2:25][N:26]2[C:29](=[O:31])[CH3:30])=[CH:22][CH:21]=1.C(#N)C.C(=O)(O)[O-].[Na+], predict the reaction product. The product is: [Cl:18][C:17]1[C:12]([N:9]2[CH2:10][CH2:11][C:3]3[C:2]([NH:19][C:20]4[CH:28]=[C:27]5[C:23]([C:24]([CH3:33])([CH3:32])[CH2:25][N:26]5[C:29](=[O:31])[CH3:30])=[CH:22][CH:21]=4)=[N:7][CH:6]=[N:5][C:4]=3[CH2:8]2)=[N:13][CH:14]=[CH:15][CH:16]=1.